From a dataset of Experimental lipophilicity measurements (octanol/water distribution) for 4,200 compounds from AstraZeneca. Regression/Classification. Given a drug SMILES string, predict its absorption, distribution, metabolism, or excretion properties. Task type varies by dataset: regression for continuous measurements (e.g., permeability, clearance, half-life) or binary classification for categorical outcomes (e.g., BBB penetration, CYP inhibition). For this dataset (lipophilicity_astrazeneca), we predict Y. (1) The molecule is CC(C)c1c(C(=O)NC2C3CC4CC(C3)CC2C4)cnn1-c1ccc(C(=O)O)cc1. The Y is 1.15 logD. (2) The drug is Nc1nc(N)c2cc(NCc3ccc(Cl)c(Cl)c3)ccc2n1. The Y is 2.22 logD. (3) The molecule is O=C(O)c1ccc(-c2ccc(Cl)c(C(=O)NCC34CC5CC(CC(C5)C3)C4)c2)cc1. The Y is 2.48 logD. (4) The compound is Cc1ccc(CCOCCNS(=O)(=O)CCCNCCc2ccc(O)c3nc(O)sc23)cc1. The Y is 2.07 logD. (5) The compound is O=C(O)COc1ccc(Cl)cc1CN1CCCN(S(=O)(=O)Cc2ccccc2)CC1. The Y is 1.01 logD. (6) The molecule is Cc1ccc(CN2[C@H]3CC[C@@H]2C[C@@H](Oc2cccc(C(N)=O)c2)C3)s1. The Y is 2.44 logD. (7) The drug is Clc1ccc(-c2c[nH]nn2)cc1. The Y is 2.97 logD. (8) The molecule is COCCS(=O)(=O)c1ccc(Nc2nccc(-c3cnc(C)n3C(C)C)n2)cc1. The Y is 2.56 logD. (9) The drug is CC(C)N1CCN[C@@H](C(=O)N2CCN(C(=O)Nc3ccc(Cl)c(Cl)c3)CC2)C1. The Y is 2.21 logD. (10) The Y is 3.60 logD. The drug is CC(C)(C)OC(=O)N1CCN(c2ncc(OCc3ccncc3F)cn2)CC1.